Dataset: Human liver microsome stability data. Task: Regression/Classification. Given a drug SMILES string, predict its absorption, distribution, metabolism, or excretion properties. Task type varies by dataset: regression for continuous measurements (e.g., permeability, clearance, half-life) or binary classification for categorical outcomes (e.g., BBB penetration, CYP inhibition). Dataset: hlm. (1) The drug is CCn1ccc2c3c(O)cc(-c4ccccc4F)nc3ccc21. The result is 1 (stable in human liver microsomes). (2) The compound is CC(C)(C)c1cc(C(=O)NC2CC2)c(NC(=O)Nc2ccc3[nH]ncc3c2)s1. The result is 0 (unstable in human liver microsomes). (3) The compound is CC#C[C@@H](Cc1nn[nH]n1)c1ccc(OCc2ccc3sc(F)c(-c4ccc(OCCOC)cc4C)c3c2)cc1. The result is 0 (unstable in human liver microsomes). (4) The compound is CCS(=O)(=O)CCCn1c(Cn2c(=O)n(C3CC3)c3ccncc32)nc2ccccc21. The result is 0 (unstable in human liver microsomes). (5) The drug is CCOc1ccc(-c2nnc([C@H]3C[C@H](NC(=O)c4ccccn4)C3)n2-c2ccccc2F)nc1. The result is 0 (unstable in human liver microsomes). (6) The molecule is CCc1cc(-c2ccc(C(F)(F)F)o2)n(-c2ccc3c(c2)nc(-c2cc(C(=O)N4CCCC4)ccc2O)n3Cc2ccc(O)nc2)n1. The result is 1 (stable in human liver microsomes).